Task: Predict the product of the given reaction.. Dataset: Forward reaction prediction with 1.9M reactions from USPTO patents (1976-2016) (1) Given the reactants [CH3:1][O:2][C:3]1C=C[C:6](C2C=CC=C3C=2C=CN3)=[CH:5][CH:4]=1.[Br-].[Br-].[Br-].[NH+:21]1[CH:26]=[CH:25][CH:24]=[CH:23][CH:22]=1.[NH+]1C=C[CH:30]=[CH:29][CH:28]=1.[NH+]1C=CC=CC=1.[C:39]([OH:42])(=O)[CH3:40], predict the reaction product. The product is: [CH3:1][O:2][C:3]1[CH:22]=[C:23]([C:24]2[CH:30]=[CH:29][CH:28]=[C:26]3[C:25]=2[CH2:40][C:39](=[O:42])[NH:21]3)[CH:6]=[CH:5][CH:4]=1. (2) Given the reactants [Cl:1][C:2]1[C:3]([O:9][CH3:10])=[C:4]([CH:6]=[CH:7][CH:8]=1)[NH2:5].[N:11]([O-])=O.[Na+].Cl[Sn]Cl, predict the reaction product. The product is: [Cl:1][C:2]1[C:3]([O:9][CH3:10])=[C:4]([NH:5][NH2:11])[CH:6]=[CH:7][CH:8]=1. (3) Given the reactants [Cl:1][C:2]1[CH:3]=[C:4]([N:14]([CH2:21][C:22]2[CH:27]=[CH:26][C:25]([O:28][CH3:29])=[CH:24][CH:23]=2)[C:15]2[CH:20]=[CH:19][CH:18]=[CH:17][CH:16]=2)[C:5]2[N:6]([C:8]([C:11](O)=[O:12])=[CH:9][N:10]=2)[N:7]=1.[CH3:30][C:31]1[CH:36]=[C:35]([NH2:37])[CH:34]=[CH:33][N:32]=1, predict the reaction product. The product is: [Cl:1][C:2]1[CH:3]=[C:4]([N:14]([CH2:21][C:22]2[CH:27]=[CH:26][C:25]([O:28][CH3:29])=[CH:24][CH:23]=2)[C:15]2[CH:20]=[CH:19][CH:18]=[CH:17][CH:16]=2)[C:5]2[N:6]([C:8]([C:11]([NH:37][C:35]3[CH:34]=[CH:33][N:32]=[C:31]([CH3:30])[CH:36]=3)=[O:12])=[CH:9][N:10]=2)[N:7]=1. (4) Given the reactants [CH3:1][C:2]1[CH:6]=[CH:5][S:4][C:3]=1[CH2:7][NH:8][C:9]1[S:10][CH2:11][C:12](=[O:14])[N:13]=1.C(O[Na])(C)=O.[CH:20]([C:22]1[N:23]=[C:24]2[C:29](=[CH:30][CH:31]=1)[N:28]=[CH:27][C:26]([C:32]#[N:33])=[C:25]2[O:34][CH:35]([CH3:37])[CH3:36])=O, predict the reaction product. The product is: [CH:35]([O:34][C:25]1[C:24]2[C:29](=[CH:30][CH:31]=[C:22]([CH:20]=[C:11]3[S:10][C:9]([NH:8][CH2:7][C:3]4[S:4][CH:5]=[CH:6][C:2]=4[CH3:1])=[N:13][C:12]3=[O:14])[N:23]=2)[N:28]=[CH:27][C:26]=1[C:32]#[N:33])([CH3:37])[CH3:36]. (5) Given the reactants F[P-](F)(F)(F)(F)F.N1(O[P+](N(C)C)(N(C)C)N(C)C)C2C=CC=CC=2N=N1.[CH:28]1([CH2:34][C@H:35]([N:39]2[CH2:47][C:46]3[C:41](=[CH:42][CH:43]=[CH:44][CH:45]=3)[C:40]2=[O:48])[C:36](O)=[O:37])[CH2:33][CH2:32]C[CH2:30][CH2:29]1.Cl.[NH2:50][C:51]1[S:52][C:53]([Cl:56])=[CH:54][N:55]=1.C1(C[C@H](N2CC3C(=CC=CC=3)C2=O)C(NC2SC=CN=2)=O)CCCCC1, predict the reaction product. The product is: [Cl:56][C:53]1[S:52][C:51]([NH:50][C:36](=[O:37])[CH:35]([N:39]2[CH2:47][C:46]3[C:41](=[CH:42][CH:43]=[CH:44][CH:45]=3)[C:40]2=[O:48])[CH2:34][CH:28]2[CH2:29][CH2:30][CH2:32][CH2:33]2)=[N:55][CH:54]=1. (6) Given the reactants C([O:4][CH:5]1[C:9]2[N:10]=[CH:11][N:12]=[C:13]([Cl:14])[C:8]=2[C@H:7]([CH3:15])[CH2:6]1)(=O)C.C1COCC1.O.[OH-].[Li+], predict the reaction product. The product is: [Cl:14][C:13]1[C:8]2[C@H:7]([CH3:15])[CH2:6][CH:5]([OH:4])[C:9]=2[N:10]=[CH:11][N:12]=1.